This data is from Experimentally validated miRNA-target interactions with 360,000+ pairs, plus equal number of negative samples. The task is: Binary Classification. Given a miRNA mature sequence and a target amino acid sequence, predict their likelihood of interaction. The miRNA is hsa-miR-4467 with sequence UGGCGGCGGUAGUUAUGGGCUU. The protein sequence of the target gene is MNNSLENTISFEEYIRVKARSVPQHRMKEFLDSLASKGPEALQEFQQTATTTMVYQQGGNCIYTDSTEVAGSLLELACPVTTSVQPQTQQEQQIQVQQPQQVQVQVQVQQSPQQVSAQLSPQLTVHQPTEQPIQVQVQIQGQAPQSAAPSIQTPSLQSPSPSQLQAAQIQVQHVQAAQQIQAAEIPEEHIPHQQIQAQLVAGQSLAGGQQIQIQTVGALSPPPSQQGSPREGERRVGTASVLQPVKKRKVDMPITVSYAISGQPVATVLAIPQGQQQSYVSLRPDLLTVDSAHLYSATGT.... Result: 0 (no interaction).